From a dataset of Full USPTO retrosynthesis dataset with 1.9M reactions from patents (1976-2016). Predict the reactants needed to synthesize the given product. (1) Given the product [F:28][C:12]1[CH:11]=[C:10]([CH:8]2[CH2:9][N:6]([S:2]([CH3:1])(=[O:4])=[O:3])[CH2:7]2)[CH:15]=[CH:14][C:13]=1[N:16]([CH3:27])[C:17]1[N:22]=[CH:21][C:20]2[N:23]=[CH:24][N:25]([CH3:26])[C:19]=2[CH:18]=1, predict the reactants needed to synthesize it. The reactants are: [CH3:1][S:2](Cl)(=[O:4])=[O:3].[NH:6]1[CH2:9][CH:8]([C:10]2[CH:15]=[CH:14][C:13]([N:16]([CH3:27])[C:17]3[N:22]=[CH:21][C:20]4[N:23]=[CH:24][N:25]([CH3:26])[C:19]=4[CH:18]=3)=[C:12]([F:28])[CH:11]=2)[CH2:7]1.C(N(CC)CC)C. (2) Given the product [Br:1][C:2]1[S:6][C:5]([C:10](=[O:11])[CH2:9][C:8]([CH3:14])([CH3:13])[CH3:7])=[CH:4][CH:3]=1, predict the reactants needed to synthesize it. The reactants are: [Br:1][C:2]1[S:6][CH:5]=[CH:4][CH:3]=1.[CH3:7][C:8]([CH3:14])([CH3:13])[CH2:9][C:10](Cl)=[O:11].FC(F)(F)S([O-])(=O)=O.[Yb+3].FC(F)(F)S([O-])(=O)=O.FC(F)(F)S([O-])(=O)=O. (3) Given the product [C:1]([O:5][C:6](=[O:25])/[CH:7]=[CH:8]/[C:9]1[CH:13]=[CH:12][N:11]([S:14]([C:17]2[CH:22]=[CH:21][C:20]([CH2:23][N:26]3[CH2:31][CH2:30][O:29][CH2:28][CH2:27]3)=[CH:19][CH:18]=2)(=[O:16])=[O:15])[CH:10]=1)([CH3:4])([CH3:3])[CH3:2], predict the reactants needed to synthesize it. The reactants are: [C:1]([O:5][C:6](=[O:25])/[CH:7]=[CH:8]/[C:9]1[CH:13]=[CH:12][N:11]([S:14]([C:17]2[CH:22]=[CH:21][C:20]([CH2:23]Br)=[CH:19][CH:18]=2)(=[O:16])=[O:15])[CH:10]=1)([CH3:4])([CH3:3])[CH3:2].[NH:26]1[CH2:31][CH2:30][O:29][CH2:28][CH2:27]1.